The task is: Predict which catalyst facilitates the given reaction.. This data is from Catalyst prediction with 721,799 reactions and 888 catalyst types from USPTO. (1) Reactant: [C:1]1([C:7]2[S:8][CH2:9][CH:10]([C:12]([O:14][CH3:15])=[O:13])[N:11]=2)[CH:6]=[CH:5][CH:4]=[CH:3][CH:2]=1.C([O-])([O-])=O.[K+].[K+]. Product: [C:1]1([C:7]2[S:8][CH:9]=[C:10]([C:12]([O:14][CH3:15])=[O:13])[N:11]=2)[CH:2]=[CH:3][CH:4]=[CH:5][CH:6]=1. The catalyst class is: 3. (2) Product: [CH2:16]([N:8]([CH2:1][C:2]1[CH:3]=[CH:4][CH:5]=[CH:6][CH:7]=1)[CH:9]([CH2:14][O:15][CH:31]([F:39])[F:30])[C:10]([O:12][CH3:13])=[O:11])[C:17]1[CH:18]=[CH:19][CH:20]=[CH:21][CH:22]=1. Reactant: [CH2:1]([N:8]([CH2:16][C:17]1[CH:22]=[CH:21][CH:20]=[CH:19][CH:18]=1)[CH:9]([CH2:14][OH:15])[C:10]([O:12][CH3:13])=[O:11])[C:2]1[CH:7]=[CH:6][CH:5]=[CH:4][CH:3]=1.S([O-])([O-])(=O)=O.[Na+].[Na+].[F:30][C:31]([F:39])(S(F)(=O)=O)C(O)=O. The catalyst class is: 10. (3) Reactant: [CH2:1]([O:3][C:4]1[CH:9]=[CH:8][C:7]([OH:10])=[C:6]([F:11])[C:5]=1[F:12])[CH3:2].P([O-])([O-])([O-])=O.[K+].[K+].[K+].Cl[CH2:22][CH:23]1[CH2:28][CH2:27][CH:26]([C:29]2[CH:34]=[CH:33][C:32]([O:35][CH2:36][CH3:37])=[C:31]([F:38])[C:30]=2[F:39])[CH2:25][CH2:24]1. Product: [CH2:36]([O:35][C:32]1[CH:33]=[CH:34][C:29]([CH:26]2[CH2:27][CH2:28][CH:23]([CH2:22][O:10][C:7]3[CH:8]=[CH:9][C:4]([O:3][CH2:1][CH3:2])=[C:5]([F:12])[C:6]=3[F:11])[CH2:24][CH2:25]2)=[C:30]([F:39])[C:31]=1[F:38])[CH3:37]. The catalyst class is: 3. (4) Reactant: [Br:1][C:2]1[CH:3]=[CH:4][C:5]([OH:11])=[C:6]([CH:10]=1)[C:7]([OH:9])=[O:8].C(=O)([O-])[O-].[K+].[K+].Br[CH2:19][C:20]1[CH:25]=[CH:24][C:23]([F:26])=[CH:22][C:21]=1[F:27]. Product: [Br:1][C:2]1[CH:3]=[CH:4][C:5]([O:11][CH2:19][C:20]2[CH:25]=[CH:24][C:23]([F:26])=[CH:22][C:21]=2[F:27])=[C:6]([CH:10]=1)[C:7]([O:9][CH2:19][C:20]1[CH:25]=[CH:24][C:23]([F:26])=[CH:22][C:21]=1[F:27])=[O:8]. The catalyst class is: 21. (5) Reactant: [CH3:1][C:2]([C:4]1[CH:5]=[CH:6][C:7]([OH:10])=[CH:8][CH:9]=1)=[O:3].C([O-])([O-])=O.[K+].[K+].Br[CH2:18][CH2:19][CH2:20][CH2:21][CH3:22].O. Product: [CH2:18]([O:10][C:7]1[CH:8]=[CH:9][C:4]([C:2](=[O:3])[CH3:1])=[CH:5][CH:6]=1)[CH2:19][CH2:20][CH2:21][CH3:22]. The catalyst class is: 3. (6) Reactant: Cl.[NH2:2][OH:3].CCN(C(C)C)C(C)C.[F:13][C:14]1[CH:19]=[CH:18][C:17]([N:20]2[CH2:26][CH2:25][CH2:24][CH:23]([C:27]#[N:28])[CH2:22][C:21]2=[O:29])=[CH:16][CH:15]=1. Product: [F:13][C:14]1[CH:19]=[CH:18][C:17]([N:20]2[CH2:26][CH2:25][CH2:24][CH:23]([C:27](=[N:2][OH:3])[NH2:28])[CH2:22][C:21]2=[O:29])=[CH:16][CH:15]=1. The catalyst class is: 8. (7) Reactant: [OH:1][C@@:2]([C@@:11]1([CH3:18])[O:16][CH2:15][CH2:14][NH:13][C:12]1=[O:17])([CH3:10])[C:3]([O:5][C:6]([CH3:9])([CH3:8])[CH3:7])=[O:4].I[C:20]1[CH:24]=[CH:23][N:22]([C:25]2[CH:30]=[CH:29][N:28]=[N:27][CH:26]=2)[N:21]=1.C(=O)([O-])[O-].[Cs+].[Cs+].CN[C@@H]1CCCC[C@H]1NC. Product: [OH:1][C@@:2]([C@@:11]1([CH3:18])[O:16][CH2:15][CH2:14][N:13]([C:20]2[CH:24]=[CH:23][N:22]([C:25]3[CH:30]=[CH:29][N:28]=[N:27][CH:26]=3)[N:21]=2)[C:12]1=[O:17])([CH3:10])[C:3]([O:5][C:6]([CH3:7])([CH3:8])[CH3:9])=[O:4]. The catalyst class is: 321. (8) Reactant: [F:1][C:2]1[CH:7]=[CH:6][C:5]([N:8]2[CH:13]=[C:12]([CH3:14])[CH:11]=[C:10]([C:15]([O:17]CC)=[O:16])[C:9]2=[O:20])=[CH:4][CH:3]=1.[OH-].[Na+].Cl. Product: [F:1][C:2]1[CH:7]=[CH:6][C:5]([N:8]2[CH:13]=[C:12]([CH3:14])[CH:11]=[C:10]([C:15]([OH:17])=[O:16])[C:9]2=[O:20])=[CH:4][CH:3]=1. The catalyst class is: 5. (9) Reactant: [CH:1]1([N:4]([C@@H:23]([C:25]2[C:33]3[C:28](=[N:29][C:30]([CH3:34])=[CH:31][CH:32]=3)[N:27]([CH2:35][CH2:36][CH2:37][NH:38][C:39]([O:41][CH3:42])=[O:40])[N:26]=2)[CH3:24])[C:5]([C@@H:7]2[O:12][C@H:11]([CH2:13][O:14][CH3:15])[CH2:10][N:9](C(OC(C)(C)C)=O)[CH2:8]2)=[O:6])[CH2:3][CH2:2]1.FC(F)(F)C(O)=O. Product: [CH:1]1([N:4]([C:5]([C@@H:7]2[O:12][C@H:11]([CH2:13][O:14][CH3:15])[CH2:10][NH:9][CH2:8]2)=[O:6])[C@@H:23]([C:25]2[C:33]3[C:28](=[N:29][C:30]([CH3:34])=[CH:31][CH:32]=3)[N:27]([CH2:35][CH2:36][CH2:37][NH:38][C:39](=[O:40])[O:41][CH3:42])[N:26]=2)[CH3:24])[CH2:2][CH2:3]1. The catalyst class is: 4. (10) Reactant: Cl.[N:2]([S:4][C:5]1([CH2:15][CH2:16][NH2:17])[CH:12]2[CH2:13][CH:8]3[CH2:9][CH:10]([CH2:14][CH:6]1[CH2:7]3)[CH2:11]2)=[O:3].C(N(CC)CC)C.[C:25](OC(=O)C)(=[O:27])[CH3:26]. Product: [N:2]([S:4][C:5]1([CH2:15][CH2:16][NH:17][C:25](=[O:27])[CH3:26])[CH:12]2[CH2:13][CH:8]3[CH2:9][CH:10]([CH2:14][CH:6]1[CH2:7]3)[CH2:11]2)=[O:3]. The catalyst class is: 9.